Dataset: Forward reaction prediction with 1.9M reactions from USPTO patents (1976-2016). Task: Predict the product of the given reaction. (1) The product is: [CH:1]1([C:4]2[N:9]=[C:8]([C:10]([NH2:13])([CH3:11])[CH3:12])[CH:7]=[CH:6][N:5]=2)[CH2:3][CH2:2]1. Given the reactants [CH:1]1([C:4]2[N:9]=[C:8]([C:10]([NH:13]C(=O)C)([CH3:12])[CH3:11])[CH:7]=[CH:6][N:5]=2)[CH2:3][CH2:2]1.Cl.[OH-].[Na+], predict the reaction product. (2) Given the reactants [F:1][C:2]([F:14])([F:13])[C:3]1[CH:8]=[CH:7][C:6]([CH2:9][C:10]([OH:12])=O)=[CH:5][CH:4]=1.[NH2:15][C:16]1[CH:17]=[C:18]([C:22]([C:24]2[C:28]3[CH:29]=[N:30][CH:31]=[C:32]([F:33])[C:27]=3[N:26]([CH:34]([CH3:37])[CH2:35][OH:36])[CH:25]=2)=[O:23])[CH:19]=[N:20][CH:21]=1, predict the reaction product. The product is: [F:33][C:32]1[C:27]2[N:26]([CH:34]([CH3:37])[CH2:35][OH:36])[CH:25]=[C:24]([C:22]([C:18]3[CH:17]=[C:16]([NH:15][C:10](=[O:12])[CH2:9][C:6]4[CH:5]=[CH:4][C:3]([C:2]([F:1])([F:14])[F:13])=[CH:8][CH:7]=4)[CH:21]=[N:20][CH:19]=3)=[O:23])[C:28]=2[CH:29]=[N:30][CH:31]=1. (3) Given the reactants ON1[C:6]2C=CC=C[C:5]=2N=N1.C(N(CC)CC)C.[OH:18][NH:19][C:20](=[NH:47])[C:21]1[CH:26]=[CH:25][C:24]([C@@H:27]([N:29]2[CH2:34][CH2:33][C@:32]([CH2:41][C:42]([OH:45])([CH3:44])[CH3:43])([C:35]3[CH:40]=[CH:39][CH:38]=[CH:37][CH:36]=3)[O:31][C:30]2=[O:46])[CH3:28])=[CH:23][CH:22]=1.C(N=C=NCCCN(C)C)C, predict the reaction product. The product is: [OH:45][C:42]([CH3:44])([CH3:43])[CH2:41][C@@:32]1([C:35]2[CH:36]=[CH:37][CH:38]=[CH:39][CH:40]=2)[O:31][C:30](=[O:46])[N:29]([C@H:27]([C:24]2[CH:23]=[CH:22][C:21]([C:20]3[N:47]=[C:5]([CH3:6])[O:18][N:19]=3)=[CH:26][CH:25]=2)[CH3:28])[CH2:34][CH2:33]1. (4) Given the reactants [Cl:1][C:2]1[CH:6]=[C:5]([C:7]2[CH:12]=[CH:11][C:10]([O:13]COC)=[CH:9][CH:8]=2)[N:4]([C:17]2[CH:22]=[CH:21][C:20]([O:23][CH3:24])=[CH:19][CH:18]=2)[N:3]=1.Cl, predict the reaction product. The product is: [Cl:1][C:2]1[CH:6]=[C:5]([C:7]2[CH:12]=[CH:11][C:10]([OH:13])=[CH:9][CH:8]=2)[N:4]([C:17]2[CH:22]=[CH:21][C:20]([O:23][CH3:24])=[CH:19][CH:18]=2)[N:3]=1. (5) Given the reactants [F:1][C:2]1[CH:11]=[C:10]2[C:5]([CH:6]=[C:7]([CH3:13])[NH:8][C:9]2=[O:12])=[CH:4][C:3]=1[OH:14].[F:15][C:16]([F:35])([F:34])[S:17](N(C1C=CC=CC=1)[S:17]([C:16]([F:35])([F:34])[F:15])(=[O:19])=[O:18])(=[O:19])=[O:18], predict the reaction product. The product is: [F:15][C:16]([F:35])([F:34])[S:17]([O:14][C:3]1[CH:4]=[C:5]2[C:10](=[CH:11][C:2]=1[F:1])[C:9](=[O:12])[NH:8][C:7]([CH3:13])=[CH:6]2)(=[O:19])=[O:18]. (6) Given the reactants [CH3:1][O:2][C:3]1[CH:8]=[CH:7][CH:6]=[CH:5][C:4]=1[C:9]1[N:17]2[C:12]([CH:13]=[N:14][C:15]([NH:18][C:19]3[CH:24]=[CH:23][C:22]([CH:25]4[CH2:30][CH2:29][NH:28][CH2:27][CH2:26]4)=[CH:21][C:20]=3[O:31][CH3:32])=[N:16]2)=[CH:11][CH:10]=1.C(OC([NH:40][C:41]([CH3:46])([CH3:45])[C:42](O)=[O:43])=O)(C)(C)C.Cl.CN(C)CCCN=C=NCC.CN(C)C=O, predict the reaction product. The product is: [NH2:40][C:41]([CH3:46])([CH3:45])[C:42]([N:28]1[CH2:29][CH2:30][CH:25]([C:22]2[CH:23]=[CH:24][C:19]([NH:18][C:15]3[N:14]=[CH:13][C:12]4=[CH:11][CH:10]=[C:9]([C:4]5[CH:5]=[CH:6][CH:7]=[CH:8][C:3]=5[O:2][CH3:1])[N:17]4[N:16]=3)=[C:20]([O:31][CH3:32])[CH:21]=2)[CH2:26][CH2:27]1)=[O:43]. (7) Given the reactants [C:1]1([C:7]2[CH:16]=[C:15]([C:17](Cl)=[O:18])[C:14]3[C:9](=[CH:10][CH:11]=[CH:12][CH:13]=3)[N:8]=2)[CH:6]=[CH:5][CH:4]=[CH:3][CH:2]=1.N1C=CC=CC=1.[NH2:26][C:27]1[O:28][C:29]([C:32]2[O:33][CH:34]=[CH:35][CH:36]=2)=[N:30][N:31]=1, predict the reaction product. The product is: [O:33]1[CH:34]=[CH:35][CH:36]=[C:32]1[C:29]1[O:28][C:27]([NH:26][C:17]([C:15]2[C:14]3[C:9](=[CH:10][CH:11]=[CH:12][CH:13]=3)[N:8]=[C:7]([C:1]3[CH:6]=[CH:5][CH:4]=[CH:3][CH:2]=3)[CH:16]=2)=[O:18])=[N:31][N:30]=1. (8) Given the reactants C1(P(C2C=CC=CC=2)C2C=CC=CC=2)C=CC=CC=1.[N:20]([CH2:23][C:24]1[C:33]([C:34]2[CH:39]=[CH:38][CH:37]=[CH:36][C:35]=2[S:40]([CH3:43])(=[O:42])=[O:41])=[CH:32][C:31]2[C:26](=[C:27]([F:44])[CH:28]=[CH:29][CH:30]=2)[N:25]=1)=[N+]=[N-].[N-]=[N+]=[N-].O, predict the reaction product. The product is: [F:44][C:27]1[CH:28]=[CH:29][CH:30]=[C:31]2[C:26]=1[N:25]=[C:24]([CH2:23][NH2:20])[C:33]([C:34]1[CH:39]=[CH:38][CH:37]=[CH:36][C:35]=1[S:40]([CH3:43])(=[O:42])=[O:41])=[CH:32]2.